Dataset: Full USPTO retrosynthesis dataset with 1.9M reactions from patents (1976-2016). Task: Predict the reactants needed to synthesize the given product. (1) Given the product [CH3:17][C:16]([CH2:18][CH2:19][CH:20]=[C:21]([CH3:22])[CH2:23][CH2:24][CH:25]=[C:26]([CH3:27])[CH2:28][CH2:29][CH:30]=[C:31]([CH3:32])[CH2:33][CH2:34][CH:35]=[C:36]([CH3:37])[CH2:38][CH2:39][CH:40]=[C:41]([CH3:43])[CH2:42][CH2:4][CH:3]=[C:2]([CH3:12])[CH3:1])=[CH:15][CH2:14][C:3]1[C:2]([CH3:1])=[C:12]([O:13][C:44](=[O:47])[CH3:45])[C:11]2[C:6]([C:4]=1[OH:5])=[CH:7][CH:8]=[CH:9][CH:10]=2, predict the reactants needed to synthesize it. The reactants are: [CH3:1][C:2]1[C:12](=[O:13])[C:11]2[C:6](=[CH:7][CH:8]=[CH:9][CH:10]=2)[C:4](=[O:5])[C:3]=1[CH2:14]/[CH:15]=[C:16](/[CH2:18][CH2:19]/[CH:20]=[C:21](/[CH2:23][CH2:24]/[CH:25]=[C:26](/[CH2:28][CH2:29]/[CH:30]=[C:31](/[CH2:33][CH2:34]/[CH:35]=[C:36](/[CH2:38][CH2:39][CH:40]=[C:41]([CH3:43])[CH3:42])\[CH3:37])\[CH3:32])\[CH3:27])\[CH3:22])\[CH3:17].[C:44]([O-:47])(=O)[CH3:45].[Na+]. (2) Given the product [OH:41][C:36]1[CH:35]=[C:34]([CH2:33][NH:32][CH2:27][C:23]2[CH:22]=[C:21]([C:18]3[CH:19]=[C:20]4[C:15](=[C:16]([C:29]([NH2:31])=[O:30])[CH:17]=3)[NH:14][CH:13]=[C:12]4[CH:9]3[CH2:10][CH2:11][N:6]([S:3]([CH2:1][CH3:2])(=[O:5])=[O:4])[CH2:7][CH2:8]3)[CH:26]=[CH:25][CH:24]=2)[CH:39]=[CH:38][C:37]=1[OH:40], predict the reactants needed to synthesize it. The reactants are: [CH2:1]([S:3]([N:6]1[CH2:11][CH2:10][CH:9]([C:12]2[C:20]3[C:15](=[C:16]([C:29]([NH2:31])=[O:30])[CH:17]=[C:18]([C:21]4[CH:26]=[CH:25][CH:24]=[C:23]([CH:27]=O)[CH:22]=4)[CH:19]=3)[NH:14][CH:13]=2)[CH2:8][CH2:7]1)(=[O:5])=[O:4])[CH3:2].[NH2:32][CH2:33][C:34]1[CH:35]=[C:36]([OH:41])[C:37]([OH:40])=[CH:38][CH:39]=1.[BH-](OC(C)=O)(OC(C)=O)OC(C)=O.[Na+]. (3) Given the product [F:13][C:14]1[CH:19]=[CH:18][C:17]([C:5]2([CH2:7][C:8]([O:10][CH2:11][CH3:12])=[O:9])[CH2:6][O:3][CH2:4]2)=[CH:16][C:15]=1[N+:23]([O-:25])=[O:24], predict the reactants needed to synthesize it. The reactants are: [OH-].[K+].[O:3]1[CH2:6][C:5](=[CH:7][C:8]([O:10][CH2:11][CH3:12])=[O:9])[CH2:4]1.[F:13][C:14]1[CH:19]=[CH:18][C:17](B(O)O)=[CH:16][C:15]=1[N+:23]([O-:25])=[O:24].O1CCC1. (4) Given the product [C:1]([O:5][C:6]([N:8]1[CH2:9][CH2:10][CH:11]([CH:14]([N:17]2[CH2:18][CH2:19][CH:20]([C:23]3[C:31]4[C:26](=[CH:27][CH:28]=[CH:29][CH:30]=4)[NH:25][CH:24]=3)[CH2:21][CH2:22]2)[CH2:15][NH:16][C:32](=[O:34])[CH3:33])[CH2:12][CH2:13]1)=[O:7])([CH3:4])([CH3:2])[CH3:3], predict the reactants needed to synthesize it. The reactants are: [C:1]([O:5][C:6]([N:8]1[CH2:13][CH2:12][CH:11]([CH:14]([N:17]2[CH2:22][CH2:21][CH:20]([C:23]3[C:31]4[C:26](=[CH:27][CH:28]=[CH:29][CH:30]=4)[NH:25][CH:24]=3)[CH2:19][CH2:18]2)[CH2:15][NH2:16])[CH2:10][CH2:9]1)=[O:7])([CH3:4])([CH3:3])[CH3:2].[C:32](OC(=O)C)(=[O:34])[CH3:33].